From a dataset of Forward reaction prediction with 1.9M reactions from USPTO patents (1976-2016). Predict the product of the given reaction. (1) Given the reactants [Br:1][C:2]1[CH:3]=[C:4]([CH:8]=[CH:9][C:10]=1[N:11]1[C:23]2[CH2:22][CH2:21][CH2:20][C:19](=[O:24])[C:18]=2[C:17]2[C:12]1=[CH:13][CH:14]=[CH:15][CH:16]=2)[C:5]([NH2:7])=O.COC1C=CC(P2(SP(C3C=CC(OC)=CC=3)(=S)S2)=[S:34])=CC=1.C1(C)C=CC=CC=1, predict the reaction product. The product is: [Br:1][C:2]1[CH:3]=[C:4]([CH:8]=[CH:9][C:10]=1[N:11]1[C:23]2[CH2:22][CH2:21][CH2:20][C:19](=[O:24])[C:18]=2[C:17]2[C:12]1=[CH:13][CH:14]=[CH:15][CH:16]=2)[C:5]([NH2:7])=[S:34]. (2) Given the reactants C([O:8][N:9]([CH2:12][C@@H:13]([CH2:17][CH2:18][CH2:19][CH3:20])[C:14](O)=[O:15])[CH:10]=[O:11])C1C=CC=CC=1.[N:21]1([S:27]([C:30]2[CH:31]=[CH:32][C:33]3[N:37]=[C:36]([C@@H:38]4[CH2:42][CH2:41][CH2:40][NH:39]4)[NH:35][C:34]=3[CH:43]=2)(=[O:29])=[O:28])[CH2:26][CH2:25][O:24][CH2:23][CH2:22]1, predict the reaction product. The product is: [OH:8][N:9]([CH2:12][C@H:13]([C:14]([N:39]1[CH2:40][CH2:41][CH2:42][C@H:38]1[C:36]1[NH:35][C:34]2[CH:43]=[C:30]([S:27]([N:21]3[CH2:26][CH2:25][O:24][CH2:23][CH2:22]3)(=[O:28])=[O:29])[CH:31]=[CH:32][C:33]=2[N:37]=1)=[O:15])[CH2:17][CH2:18][CH2:19][CH3:20])[CH:10]=[O:11].